Dataset: Forward reaction prediction with 1.9M reactions from USPTO patents (1976-2016). Task: Predict the product of the given reaction. (1) Given the reactants [CH3:1][O:2][C:3]1[CH:4]=[C:5]([S:12][CH3:13])[CH:6]=[CH:7][C:8]=1[N+:9]([O-:11])=[O:10].[OH2:14].C[OH:16].OOS([O-])=O.[K+], predict the reaction product. The product is: [CH3:1][O:2][C:3]1[CH:4]=[C:5]([S:12]([CH3:13])(=[O:16])=[O:14])[CH:6]=[CH:7][C:8]=1[N+:9]([O-:11])=[O:10]. (2) Given the reactants [CH3:1][O:2][C:3]([C:5]1[C:6]2[CH:20]=[N:19][NH:18][C:7]=2[N:8]=[C:9]([C:11]2[CH:16]=[CH:15][C:14]([OH:17])=[CH:13][CH:12]=2)[CH:10]=1)=[O:4].[O:21]1[CH:26]=[CH:25][CH2:24][CH2:23][CH2:22]1.O.C1(C)C=CC(S(O)(=O)=O)=CC=1.O, predict the reaction product. The product is: [CH3:1][O:2][C:3]([C:5]1[C:6]2[CH:20]=[N:19][N:18]([CH:22]3[CH2:23][CH2:24][CH2:25][CH2:26][O:21]3)[C:7]=2[N:8]=[C:9]([C:11]2[CH:12]=[CH:13][C:14]([OH:17])=[CH:15][CH:16]=2)[CH:10]=1)=[O:4]. (3) Given the reactants [Br:1][C:2]1[CH:9]=[C:8](F)[CH:7]=[CH:6][C:3]=1[C:4]#[N:5].C[Si](C)(C)[O-:13].[K+], predict the reaction product. The product is: [Br:1][C:2]1[CH:9]=[C:8]([OH:13])[CH:7]=[CH:6][C:3]=1[C:4]#[N:5]. (4) Given the reactants [CH3:1][C:2]1[C:3]([N+:23]([O-])=O)=[C:4]2[C:9](=[CH:10][CH:11]=1)[C:8]([NH:12][C:13]1[CH:18]=[CH:17][CH:16]=[C:15]([C:19]([F:22])([F:21])[F:20])[CH:14]=1)=[N:7][CH:6]=[CH:5]2.C(O)C.[Sn](Cl)(Cl)(Cl)Cl, predict the reaction product. The product is: [CH3:1][C:2]1[CH:11]=[CH:10][C:9]2[C:8]([NH:12][C:13]3[CH:18]=[CH:17][CH:16]=[C:15]([C:19]([F:22])([F:20])[F:21])[CH:14]=3)=[N:7][CH:6]=[CH:5][C:4]=2[C:3]=1[NH2:23]. (5) Given the reactants C([O:3][C:4](=O)[C:5](=[CH:12][C:13]1[CH:18]=[C:17]([OH:19])[CH:16]=[CH:15][C:14]=1[N+:20]([O-])=O)[CH2:6][C:7]([O:9][CH2:10][CH3:11])=[O:8])C.CCOC(C)=O.CCCCCC, predict the reaction product. The product is: [CH2:10]([O:9][C:7](=[O:8])[CH2:6][CH:5]1[CH2:12][C:13]2[C:14](=[CH:15][CH:16]=[C:17]([OH:19])[CH:18]=2)[NH:20][C:4]1=[O:3])[CH3:11]. (6) Given the reactants [CH3:1][O:2][C:3]1[CH:18]=[CH:17][C:6]([CH2:7][O:8][C:9]2[CH:14]=[C:13](I)[CH:12]=[CH:11][C:10]=2[Cl:16])=[CH:5][CH:4]=1.C([Mg]Cl)(C)C.[B:24](OC(C)C)([O:29]C(C)C)[O:25]C(C)C.Cl, predict the reaction product. The product is: [CH3:1][O:2][C:3]1[CH:18]=[CH:17][C:6]([CH2:7][O:8][C:9]2[CH:14]=[C:13]([B:24]([OH:29])[OH:25])[CH:12]=[CH:11][C:10]=2[Cl:16])=[CH:5][CH:4]=1.